From a dataset of Retrosynthesis with 50K atom-mapped reactions and 10 reaction types from USPTO. Predict the reactants needed to synthesize the given product. (1) Given the product Cn1nnn(-c2cc([N+](=O)[O-])cc(Br)c2F)c1=O, predict the reactants needed to synthesize it. The reactants are: CI.O=c1[nH]nnn1-c1cc([N+](=O)[O-])cc(Br)c1F. (2) Given the product O=C(Cc1ccc(OCc2ccccc2)cc1)NC1(C(=O)O)Cc2ccc(-c3ccc(Cl)cc3)cc2C1, predict the reactants needed to synthesize it. The reactants are: CCOC(=O)C1(NC(=O)Cc2ccc(OCc3ccccc3)cc2)Cc2ccc(-c3ccc(Cl)cc3)cc2C1. (3) Given the product COc1cc(C)nc(NC(=O)NS(=O)(=O)c2cccc3cccnc23)n1, predict the reactants needed to synthesize it. The reactants are: COC(=O)Nc1nc(C)cc(OC)n1.NS(=O)(=O)c1cccc2cccnc12. (4) Given the product O=C(O)COc1cc2c(=O)c(Cc3cccnc3)cn3c4ccc(Br)cc4c(c1)c23, predict the reactants needed to synthesize it. The reactants are: CCOC(=O)COc1cc2c(=O)c(Cc3cccnc3)cn3c4ccc(Br)cc4c(c1)c23. (5) Given the product O=C(N1CCOCC1)N1CCN2[C@H](CNC[C@H]2C(c2ccccc2)c2ccccc2)C1, predict the reactants needed to synthesize it. The reactants are: CC(C)(C)OC(=O)N1C[C@@H]2CN(C(=O)N3CCOCC3)CCN2[C@H](C(c2ccccc2)c2ccccc2)C1. (6) Given the product CCCCCCOc1cccc(CON=C(c2ccccc2)c2nnnn2C)n1, predict the reactants needed to synthesize it. The reactants are: CCCCCCO.Cn1nnnc1C(=NOCc1cccc(Br)n1)c1ccccc1. (7) Given the product CC=CCn1c(C)c(C)c2cnnc(OCc3ccco3)c21, predict the reactants needed to synthesize it. The reactants are: CC=CCn1c(C)c(C)c2cnnc(Cl)c21.OCc1ccco1. (8) Given the product CC(CCC(=O)O)(c1ccc2cc(O[C@H]3CC[C@H](C(F)(F)F)CC3)ccc2c1)[N+](=O)[O-], predict the reactants needed to synthesize it. The reactants are: COC(=O)CCC(C)(c1ccc2cc(O[C@H]3CC[C@H](C(F)(F)F)CC3)ccc2c1)[N+](=O)[O-].